This data is from Forward reaction prediction with 1.9M reactions from USPTO patents (1976-2016). The task is: Predict the product of the given reaction. (1) Given the reactants [CH2:1]([O:4][C:5]1[C:6]([C:15](OC)=[O:16])=[CH:7][C:8]2[C:13]([CH:14]=1)=[CH:12][CH:11]=[CH:10][CH:9]=2)[CH:2]=[CH2:3].CC(C[AlH]CC(C)C)C.CCCCCC, predict the reaction product. The product is: [CH2:1]([O:4][C:5]1[C:6]([CH2:15][OH:16])=[CH:7][C:8]2[C:13]([CH:14]=1)=[CH:12][CH:11]=[CH:10][CH:9]=2)[CH:2]=[CH2:3]. (2) The product is: [Cl:1][C:2]1[CH:3]=[CH:4][C:5]([CH2:6][N:7]2[CH2:12][CH2:11][C@@H:10]([NH2:13])[C@@H:9]([CH3:15])[CH2:8]2)=[CH:16][CH:17]=1. Given the reactants [Cl:1][C:2]1[CH:17]=[CH:16][C:5]([CH2:6][N:7]2[CH2:12][CH2:11][C:10](=[N:13]O)[CH:9]([CH3:15])[CH2:8]2)=[CH:4][CH:3]=1.CCOCC.[H-].[H-].[H-].[H-].[Li+].[Al+3].C1COCC1, predict the reaction product. (3) The product is: [CH2:10]([C:1]1[CH:2]=[C:3]([CH:4]=[CH:5][CH:6]=1)[C:7]([OH:9])=[O:8])[CH2:34][CH2:33][CH2:32][CH2:31][CH2:30][CH2:29][CH2:28][CH2:27][CH2:26][CH2:25][CH2:24][CH2:23][CH2:22][CH2:21][CH3:20]. Given the reactants [C:1]1([CH3:10])[CH:6]=[CH:5][CH:4]=[C:3]([C:7]([OH:9])=[O:8])[CH:2]=1.C([N-]C(C)C)(C)C.[Li+].Br[CH2:20][CH2:21][CH2:22][CH2:23][CH2:24][CH2:25][CH2:26][CH2:27][CH2:28][CH2:29][CH2:30][CH2:31][CH2:32][CH2:33][CH3:34].Cl, predict the reaction product. (4) Given the reactants [Cl:1][C:2]1[CH:3]=[C:4]([CH:7]=[CH:8][C:9]=1[Cl:10])[CH2:5][NH2:6].F[C:12]1[CH:20]=[N:19][CH:18]=[CH:17][C:13]=1[C:14]([OH:16])=[O:15], predict the reaction product. The product is: [Cl:1][C:2]1[CH:3]=[C:4]([CH:7]=[CH:8][C:9]=1[Cl:10])[CH2:5][NH:6][C:17]1[CH:18]=[N:19][CH:20]=[CH:12][C:13]=1[C:14]([OH:16])=[O:15]. (5) Given the reactants [F:1][C:2]([F:14])([C:6]1[CH:11]=[CH:10][C:9](=[O:12])[N:8]([CH3:13])[N:7]=1)[C:3]([OH:5])=O.P(Cl)(Cl)(Cl)=O.Cl.[NH2:21][CH2:22][C:23]1[CH:24]=[C:25]2[C:29](=[CH:30][CH:31]=1)[C:28](=[O:32])[N:27]([CH:33]1[CH2:38][CH2:37][C:36](=[O:39])[NH:35][C:34]1=[O:40])[CH2:26]2.C(=O)(O)[O-].[Na+], predict the reaction product. The product is: [O:40]=[C:34]1[CH:33]([N:27]2[CH2:26][C:25]3[C:29](=[CH:30][CH:31]=[C:23]([CH2:22][NH:21][C:3](=[O:5])[C:2]([F:1])([F:14])[C:6]4[CH:11]=[CH:10][C:9](=[O:12])[N:8]([CH3:13])[N:7]=4)[CH:24]=3)[C:28]2=[O:32])[CH2:38][CH2:37][C:36](=[O:39])[NH:35]1. (6) Given the reactants [CH2:1]([O:3][C:4](=[O:18])[CH:5]([O:15][CH2:16][CH3:17])[CH2:6][C:7]1[CH:12]=[CH:11][C:10]([OH:13])=[CH:9][C:8]=1[CH3:14])[CH3:2].C[CH:20](C)[CH:21]([C:23]1[S:27][C:26]([C:28]2[CH:33]=[CH:32][C:31]([C:34]([F:37])([F:36])[F:35])=[CH:30][CH:29]=2)=[N:25][C:24]=1C)O.[CH2:40](P(CCCC)CCCC)CCC.CN(C)C(N=NC(N(C)C)=O)=O, predict the reaction product. The product is: [CH2:1]([O:3][C:4](=[O:18])[CH:5]([O:15][CH2:16][CH3:17])[CH2:6][C:7]1[CH:12]=[CH:11][C:10]([O:13][C:21]([CH3:20])([C:23]2[S:27][C:26]([C:28]3[CH:29]=[CH:30][C:31]([C:34]([F:35])([F:36])[F:37])=[CH:32][CH:33]=3)=[N:25][CH:24]=2)[CH3:40])=[CH:9][C:8]=1[CH3:14])[CH3:2].